This data is from Merck oncology drug combination screen with 23,052 pairs across 39 cell lines. The task is: Regression. Given two drug SMILES strings and cell line genomic features, predict the synergy score measuring deviation from expected non-interaction effect. (1) Drug 2: NC1(c2ccc(-c3nc4ccn5c(=O)[nH]nc5c4cc3-c3ccccc3)cc2)CCC1. Cell line: SKMES1. Drug 1: CN1C(=O)C=CC2(C)C3CCC4(C)C(NC(=O)OCC(F)(F)F)CCC4C3CCC12. Synergy scores: synergy=23.0. (2) Drug 1: Cn1nnc2c(C(N)=O)ncn2c1=O. Drug 2: NC1(c2ccc(-c3nc4ccn5c(=O)[nH]nc5c4cc3-c3ccccc3)cc2)CCC1. Cell line: ES2. Synergy scores: synergy=-6.69. (3) Synergy scores: synergy=-19.4. Drug 1: Nc1ccn(C2OC(CO)C(O)C2(F)F)c(=O)n1. Cell line: SKMES1. Drug 2: Cn1cc(-c2cnn3c(N)c(Br)c(C4CCCNC4)nc23)cn1. (4) Drug 1: CN(Cc1cnc2nc(N)nc(N)c2n1)c1ccc(C(=O)NC(CCC(=O)O)C(=O)O)cc1. Drug 2: C=CCn1c(=O)c2cnc(Nc3ccc(N4CCN(C)CC4)cc3)nc2n1-c1cccc(C(C)(C)O)n1. Cell line: A427. Synergy scores: synergy=-10.3.